This data is from Full USPTO retrosynthesis dataset with 1.9M reactions from patents (1976-2016). The task is: Predict the reactants needed to synthesize the given product. (1) Given the product [Cl:12][C:11]1[C:6]([CH:4]([CH3:5])[CH2:3][OH:2])=[C:7]([Cl:13])[N:8]=[CH:9][N:10]=1, predict the reactants needed to synthesize it. The reactants are: C[O:2][C:3](=O)[CH:4]([C:6]1[C:7]([Cl:13])=[N:8][CH:9]=[N:10][C:11]=1[Cl:12])[CH3:5].CC(C[AlH]CC(C)C)C. (2) Given the product [F:1][C:2]([F:13])([F:12])[O:3][C:4]1[CH:5]=[C:6]([CH:7]2[N:14]([C:15]3[CH:22]=[CH:21][C:18]([C:19]#[N:20])=[CH:17][CH:16]=3)[C:23](=[O:28])[C:24]([NH:14][C:15]3[CH:22]=[CH:21][C:18]([C:19]#[N:20])=[CH:17][CH:16]=3)=[CH:26]2)[CH:9]=[CH:10][CH:11]=1, predict the reactants needed to synthesize it. The reactants are: [F:1][C:2]([F:13])([F:12])[O:3][C:4]1[CH:5]=[C:6]([CH:9]=[CH:10][CH:11]=1)[CH:7]=O.[NH2:14][C:15]1[CH:22]=[CH:21][C:18]([C:19]#[N:20])=[CH:17][CH:16]=1.[C:23]([O:28]CC)(=O)[C:24]([CH3:26])=O. (3) Given the product [CH2:25]([O:27][C:28](=[O:37])[CH2:29][S:30][C:31]1[S:35][C:34]([NH:36][C:9](=[O:11])[C:8]2[CH:12]=[C:13]([O:15][C:16]3[CH:21]=[CH:20][C:19]([O:22][CH3:23])=[CH:18][CH:17]=3)[CH:14]=[C:6]([O:5][C@@H:4]([CH3:24])[CH2:3][O:2][CH3:1])[CH:7]=2)=[N:33][CH:32]=1)[CH3:26], predict the reactants needed to synthesize it. The reactants are: [CH3:1][O:2][CH2:3][C@H:4]([CH3:24])[O:5][C:6]1[CH:7]=[C:8]([CH:12]=[C:13]([O:15][C:16]2[CH:21]=[CH:20][C:19]([O:22][CH3:23])=[CH:18][CH:17]=2)[CH:14]=1)[C:9]([OH:11])=O.[CH2:25]([O:27][C:28](=[O:37])[CH2:29][S:30][C:31]1[S:35][C:34]([NH2:36])=[N:33][CH:32]=1)[CH3:26]. (4) The reactants are: [N+:1]([C:4]1[CH:8]=[CH:7][NH:6][N:5]=1)([O-])=O.O[CH2:10][CH2:11][NH:12][C:13](=[O:19])[O:14][C:15]([CH3:18])([CH3:17])[CH3:16]. Given the product [NH2:1][C:4]1[CH:8]=[CH:7][N:6]([CH2:10][CH2:11][NH:12][C:13](=[O:19])[O:14][C:15]([CH3:18])([CH3:17])[CH3:16])[N:5]=1, predict the reactants needed to synthesize it. (5) Given the product [CH2:17]([N:24]1[CH2:28][C@@H:27]2[C@H:29]([NH:32][C:14](=[O:16])[C@@H:9]([N:8]([CH3:33])[C:6](=[O:7])[O:5][C:1]([CH3:2])([CH3:3])[CH3:4])[CH2:10][CH:11]([CH3:12])[CH3:13])[CH2:30][CH2:31][C@@H:26]2[CH2:25]1)[C:18]1[CH:19]=[CH:20][CH:21]=[CH:22][CH:23]=1, predict the reactants needed to synthesize it. The reactants are: [C:1]([O:5][C:6]([NH:8][C@H:9]([C:14]([OH:16])=O)[CH2:10][CH:11]([CH3:13])[CH3:12])=[O:7])([CH3:4])([CH3:3])[CH3:2].[CH2:17]([N:24]1[CH2:28][C@@H:27]2[C@H:29]([NH2:32])[CH2:30][CH2:31][C@@H:26]2[CH2:25]1)[C:18]1[CH:23]=[CH:22][CH:21]=[CH:20][CH:19]=1.[CH2:33](N1C[C@@H]2[C@@H](N)CC[C@@H]2C1)C1C=CC=CC=1. (6) Given the product [CH2:19]([C:23]1[CH:28]=[CH:27][C:26]([S:29]([N:3]2[CH2:8][CH2:7][C:6]([OH:34])([OH:9])[CH2:5][CH2:4]2)(=[O:31])=[O:30])=[CH:25][CH:24]=1)[CH2:20][CH2:21][CH3:22], predict the reactants needed to synthesize it. The reactants are: Cl.O.[NH:3]1[CH2:8][CH2:7][C:6](=[O:9])[CH2:5][CH2:4]1.C(N(CC)C(C)C)(C)C.[CH2:19]([C:23]1[CH:28]=[CH:27][C:26]([S:29](Cl)(=[O:31])=[O:30])=[CH:25][CH:24]=1)[CH2:20][CH2:21][CH3:22].C([O-])(O)=[O:34].[Na+]. (7) Given the product [Cl:1][C:2]1[CH:38]=[CH:37][C:5]2[NH:6][C:7]([C@@H:9]([NH:11][C:12](=[O:36])[C:13]3[CH:18]=[CH:17][C:16]([C:19]([N:21]4[CH2:25][CH2:24][CH2:23][CH:22]4[CH2:26][NH2:27])=[O:20])=[C:15]([Cl:35])[CH:14]=3)[CH3:10])=[N:8][C:4]=2[CH:3]=1, predict the reactants needed to synthesize it. The reactants are: [Cl:1][C:2]1[CH:38]=[CH:37][C:5]2[NH:6][C:7]([C@@H:9]([NH:11][C:12](=[O:36])[C:13]3[CH:18]=[CH:17][C:16]([C:19]([N:21]4[CH2:25][CH2:24][CH2:23][CH:22]4[CH2:26][NH:27]C(OC(C)(C)C)=O)=[O:20])=[C:15]([Cl:35])[CH:14]=3)[CH3:10])=[N:8][C:4]=2[CH:3]=1.FC(F)(F)C(O)=O.ClCCl.CO.N.ClCl.